This data is from Forward reaction prediction with 1.9M reactions from USPTO patents (1976-2016). The task is: Predict the product of the given reaction. (1) The product is: [CH:37]12[CH2:38][CH:43]([CH2:44][CH2:39]1)[CH2:42][CH:40]2[C:17]1[CH:18]=[CH:19][CH:20]=[CH:21][C:16]=1[CH2:15][N:4]([CH:1]1[CH2:3][CH2:2]1)[C:5]([C:7]1[C:8]([CH3:14])=[N:9][N:10]([CH3:13])[C:11]=1[F:12])=[O:6]. Given the reactants [CH:1]1([N:4]([CH2:15][C:16]2[CH:21]=[CH:20][CH:19]=[CH:18][C:17]=2I)[C:5]([C:7]2[C:8]([CH3:14])=[N:9][N:10]([CH3:13])[C:11]=2[F:12])=[O:6])[CH2:3][CH2:2]1.F[B-](F)(F)F.[C:37]([PH+]([C:37]([CH3:40])([CH3:39])[CH3:38])[C:37]([CH3:40])([CH3:39])[CH3:38])([CH3:40])([CH3:39])[CH3:38].O1C[CH2:44][CH2:43][CH2:42]1, predict the reaction product. (2) Given the reactants [CH3:1][C:2]1[CH:7]=[CH:6][C:5]([NH2:8])=[C:4]([N+:9]([O-:11])=[O:10])[CH:3]=1.[I:12]I, predict the reaction product. The product is: [I:12][C:6]1[CH:7]=[C:2]([CH3:1])[CH:3]=[C:4]([N+:9]([O-:11])=[O:10])[C:5]=1[NH2:8]. (3) The product is: [CH3:12][C:10]1[CH:11]=[C:6]([CH:3]2[CH2:4][CH2:5][O:1][CH2:2]2)[CH:7]=[C:8]([CH3:37])[C:9]=1[C:13]1[CH:21]=[CH:20][C:19]([F:22])=[C:18]2[C:14]=1[CH2:15][CH2:16][C@H:17]2[O:23][C:24]1[CH:36]=[CH:35][C:27]2[C@H:28]([CH2:31][C:32]([OH:34])=[O:33])[CH2:29][O:30][C:26]=2[CH:25]=1. Given the reactants [O:1]1[CH2:5][CH:4]=[C:3]([C:6]2[CH:11]=[C:10]([CH3:12])[C:9]([C:13]3[CH:21]=[CH:20][C:19]([F:22])=[C:18]4[C:14]=3[CH2:15][CH2:16][C@H:17]4[O:23][C:24]3[CH:36]=[CH:35][C:27]4[C@H:28]([CH2:31][C:32]([OH:34])=[O:33])[CH2:29][O:30][C:26]=4[CH:25]=3)=[C:8]([CH3:37])[CH:7]=2)[CH2:2]1, predict the reaction product.